Dataset: Full USPTO retrosynthesis dataset with 1.9M reactions from patents (1976-2016). Task: Predict the reactants needed to synthesize the given product. The reactants are: C1COCC1.C[O:7][C:8]([C@H:10]1[CH2:15][CH2:14][C@H:13]([C:16]2[N:20]3[CH:21]=[CH:22][N:23]=[C:24]([NH2:25])[C:19]3=[C:18]([C:26]3[CH:35]=[C:34]4[C:29]([CH:30]=[CH:31][C:32]([C:36]5[CH:41]=[CH:40][CH:39]=[CH:38][CH:37]=5)=[N:33]4)=[CH:28][CH:27]=3)[N:17]=2)[CH2:12][CH2:11]1)=[O:9].[OH-].[Na+]. Given the product [NH2:25][C:24]1[C:19]2[N:20]([C:16]([C@H:13]3[CH2:12][CH2:11][C@H:10]([C:8]([OH:9])=[O:7])[CH2:15][CH2:14]3)=[N:17][C:18]=2[C:26]2[CH:35]=[C:34]3[C:29]([CH:30]=[CH:31][C:32]([C:36]4[CH:41]=[CH:40][CH:39]=[CH:38][CH:37]=4)=[N:33]3)=[CH:28][CH:27]=2)[CH:21]=[CH:22][N:23]=1, predict the reactants needed to synthesize it.